Dataset: Catalyst prediction with 721,799 reactions and 888 catalyst types from USPTO. Task: Predict which catalyst facilitates the given reaction. (1) Reactant: [N:1]1([C:5]2[C:14]([CH2:15][C:16]3[CH:21]=[CH:20][C:19]([C:22]([F:25])([F:24])[F:23])=[CH:18][CH:17]=3)=[C:13]([Cl:26])[C:12]3[C:7](=[CH:8][CH:9]=[C:10](Br)[CH:11]=3)[N:6]=2)[CH2:4][CH2:3][CH2:2]1.[Li]CCCC.[CH3:33][C:34]1[C:39]([CH:40]=[O:41])=[CH:38][CH:37]=[C:36]([CH3:42])[N:35]=1. Product: [N:1]1([C:5]2[C:14]([CH2:15][C:16]3[CH:21]=[CH:20][C:19]([C:22]([F:25])([F:24])[F:23])=[CH:18][CH:17]=3)=[C:13]([Cl:26])[C:12]3[C:7](=[CH:8][CH:9]=[C:10]([CH:40]([C:39]4[C:34]([CH3:33])=[N:35][C:36]([CH3:42])=[CH:37][CH:38]=4)[OH:41])[CH:11]=3)[N:6]=2)[CH2:4][CH2:3][CH2:2]1. The catalyst class is: 1. (2) Reactant: F[C:2]1[C:11]2[CH2:10][NH:9][C:8](=[O:12])[NH:7][C:6]=2[N:5]=[CH:4][CH:3]=1.[OH:13][C:14]1[CH:15]=[CH:16][C:17]2[O:21][C@@H:20]3[C@@H:22]([C:23]([O:25][CH2:26][CH3:27])=[O:24])[C@@H:19]3[C:18]=2[CH:28]=1.Cl.N[C@H]1[C@H]2[C@@H]1OC1C=CC(OC3C=CN=C4C=3CCC(=O)N4)=CC=12.CC(C)([O-])C.[K+]. Product: [O:12]=[C:8]1[NH:7][C:6]2[N:5]=[CH:4][CH:3]=[C:2]([O:13][C:14]3[CH:15]=[CH:16][C:17]4[O:21][C@@H:20]5[C@@H:22]([C:23]([O:25][CH2:26][CH3:27])=[O:24])[C@@H:19]5[C:18]=4[CH:28]=3)[C:11]=2[CH2:10][NH:9]1. The catalyst class is: 3. (3) Reactant: [CH3:1][NH:2][CH:3]([C:26]1[CH:31]=[CH:30][C:29]([O:32][CH2:33][CH2:34][O:35]C2CCCCO2)=[CH:28][CH:27]=1)[CH2:4][N:5]1[CH2:9][CH2:8][C@@H:7]([O:10][CH2:11][CH2:12][O:13][CH2:14][CH2:15][O:16][CH2:17][CH2:18][O:19]C2CCCCO2)[CH2:6]1.[Cl:42][C:43]1[CH:44]=[C:45]([CH2:50][C:51](O)=[O:52])[CH:46]=[CH:47][C:48]=1[Cl:49].C(N(CC)C(C)C)(C)C.F[B-](F)(F)F.N1(OC(N(C)C)=[N+](C)C)C2C=CC=CC=2N=N1.C1(C)C=CC(S(O)(=O)=O)=CC=1. Product: [Cl:42][C:43]1[CH:44]=[C:45]([CH2:50][C:51]([N:2]([C@@H:3]([C:26]2[CH:27]=[CH:28][C:29]([O:32][CH2:33][CH2:34][OH:35])=[CH:30][CH:31]=2)[CH2:4][N:5]2[CH2:9][CH2:8][C@H:7]([O:10][CH2:11][CH2:12][O:13][CH2:14][CH2:15][O:16][CH2:17][CH2:18][OH:19])[CH2:6]2)[CH3:1])=[O:52])[CH:46]=[CH:47][C:48]=1[Cl:49]. The catalyst class is: 245. (4) Reactant: [Cl:1][C:2]1[CH:3]=[C:4]([CH:7]=[CH:8][C:9]=1[Cl:10])[CH2:5][NH2:6].Cl[C:12]1[NH:13][C:14](=[O:27])[C:15]2[N:20]([CH3:21])[N:19]=[C:18]([CH:22]3[CH2:26][CH2:25][CH2:24][CH2:23]3)[C:16]=2[N:17]=1. Product: [CH:22]1([C:18]2[C:16]3[N:17]=[C:12]([NH:6][CH2:5][C:4]4[CH:7]=[CH:8][C:9]([Cl:10])=[C:2]([Cl:1])[CH:3]=4)[NH:13][C:14](=[O:27])[C:15]=3[N:20]([CH3:21])[N:19]=2)[CH2:23][CH2:24][CH2:25][CH2:26]1. The catalyst class is: 218.